From a dataset of Full USPTO retrosynthesis dataset with 1.9M reactions from patents (1976-2016). Predict the reactants needed to synthesize the given product. (1) The reactants are: [C:1]1([CH:7]2[N:21]3[C:22]4[C:14]([C:15]5[C:20]3=[CH:19][CH:18]=[CH:17][C:16]=5[OH:23])=[CH:13][CH:12]=[CH:11][C:10]=4[O:9][CH2:8]2)[CH:6]=[CH:5][CH:4]=[CH:3][CH:2]=1.C(=O)([O-])[O-].[K+].[K+].Br[CH2:31][CH2:32][CH2:33][CH2:34][Cl:35].O. Given the product [C:1]1([CH:7]2[N:21]3[C:22]4[C:14]([C:15]5[C:16]([O:23][CH2:31][CH2:32][CH2:33][CH2:34][Cl:35])=[CH:17][CH:18]=[CH:19][C:20]=53)=[CH:13][CH:12]=[CH:11][C:10]=4[O:9][CH2:8]2)[CH:2]=[CH:3][CH:4]=[CH:5][CH:6]=1, predict the reactants needed to synthesize it. (2) Given the product [CH2:1]([N:8]1[CH2:14][C:13]2[N:15]=[CH:16][C:17]([N:22]3[CH:23]=[CH:24][N:25]=[C:21]3[CH3:20])=[N:18][C:12]=2[O:11][CH2:10][CH2:9]1)[C:2]1[CH:7]=[CH:6][CH:5]=[CH:4][CH:3]=1, predict the reactants needed to synthesize it. The reactants are: [CH2:1]([N:8]1[CH2:14][C:13]2[N:15]=[CH:16][C:17](Cl)=[N:18][C:12]=2[O:11][CH2:10][CH2:9]1)[C:2]1[CH:7]=[CH:6][CH:5]=[CH:4][CH:3]=1.[CH3:20][C:21]1[NH:22][CH:23]=[CH:24][N:25]=1.C(=O)([O-])[O-].[Cs+].[Cs+]. (3) Given the product [CH2:15]([N:22]1[C:5](=[O:7])[CH2:4][CH2:3][C:2]([C:8]2[CH:13]=[CH:12][CH:11]=[CH:10][CH:9]=2)=[N:23]1)[C:16]1[CH:21]=[CH:20][CH:19]=[CH:18][CH:17]=1, predict the reactants needed to synthesize it. The reactants are: O=[C:2]([C:8]1[CH:13]=[CH:12][CH:11]=[CH:10][CH:9]=1)[CH2:3][CH2:4][C:5]([OH:7])=O.Cl.[CH2:15]([NH:22][NH2:23])[C:16]1[CH:21]=[CH:20][CH:19]=[CH:18][CH:17]=1.C([O-])(=O)C.[Na+]. (4) Given the product [Cl:1][C:2]1[S:6][C:5]([C:7]2[O:11][C:10]([C:12]3[CH:17]=[CH:16][C:15]([F:18])=[CH:14][CH:13]=3)=[N:9][C:8]=2[CH2:19][OH:20])=[CH:4][CH:3]=1, predict the reactants needed to synthesize it. The reactants are: [Cl:1][C:2]1[S:6][C:5]([C:7]2[O:11][C:10]([C:12]3[CH:17]=[CH:16][C:15]([F:18])=[CH:14][CH:13]=3)=[N:9][C:8]=2[C:19](OC)=[O:20])=[CH:4][CH:3]=1.[BH4-].[Li+].O.Cl. (5) Given the product [CH2:24]([O:23][C:16](=[C:6]1[C:7]2[C:12](=[CH:11][CH:10]=[C:9]([N+:13]([O-:15])=[O:14])[CH:8]=2)[NH:4][C:5]1=[O:26])[C:17]1[CH:18]=[CH:19][CH:20]=[CH:21][CH:22]=1)[CH3:25], predict the reactants needed to synthesize it. The reactants are: C([N:4]1[C:12]2[C:7](=[CH:8][C:9]([N+:13]([O-:15])=[O:14])=[CH:10][CH:11]=2)[C:6](=[C:16]([O:23][CH2:24][CH3:25])[C:17]2[CH:22]=[CH:21][CH:20]=[CH:19][CH:18]=2)[C:5]1=[O:26])(=O)C.[OH-].[Na+].